From a dataset of Forward reaction prediction with 1.9M reactions from USPTO patents (1976-2016). Predict the product of the given reaction. (1) Given the reactants [H-].[Na+].[NH2:3][C:4]1[CH:11]=[CH:10][C:7]([C:8]#[N:9])=[CH:6][C:5]=1[I:12].[C:13]([O:17][C:18](O[C:18]([O:17][C:13]([CH3:16])([CH3:15])[CH3:14])=[O:19])=[O:19])([CH3:16])([CH3:15])[CH3:14], predict the reaction product. The product is: [C:8]([C:7]1[CH:10]=[CH:11][C:4]([NH:3][C:18](=[O:19])[O:17][C:13]([CH3:16])([CH3:15])[CH3:14])=[C:5]([I:12])[CH:6]=1)#[N:9]. (2) Given the reactants [C:1]1([C:7]2[N:8]=[CH:9][NH:10][C:11]=2[C:12](OCC)=[O:13])[CH:6]=[CH:5][CH:4]=[CH:3][CH:2]=1.[H-].[Al+3].[Li+].[H-].[H-].[H-], predict the reaction product. The product is: [C:1]1([C:7]2[N:8]=[CH:9][NH:10][C:11]=2[CH2:12][OH:13])[CH:2]=[CH:3][CH:4]=[CH:5][CH:6]=1.